Dataset: Catalyst prediction with 721,799 reactions and 888 catalyst types from USPTO. Task: Predict which catalyst facilitates the given reaction. Reactant: C(N(CC)CC)C.[CH3:8][O:9][CH:10]([O:28][CH3:29])[CH2:11][N:12]1[C:17](=[O:18])[C:16]([C:19](O)=[O:20])=[CH:15][N:14]=[C:13]1[C:22]1[CH:27]=[CH:26][CH:25]=[CH:24][CH:23]=1.C(Cl)(=O)OCC(C)C.[NH2:38][OH:39]. Product: [OH:39][NH:38][C:19]([C:16]1[C:17](=[O:18])[N:12]([CH2:11][CH:10]([O:28][CH3:29])[O:9][CH3:8])[C:13]([C:22]2[CH:27]=[CH:26][CH:25]=[CH:24][CH:23]=2)=[N:14][CH:15]=1)=[O:20]. The catalyst class is: 7.